Dataset: Forward reaction prediction with 1.9M reactions from USPTO patents (1976-2016). Task: Predict the product of the given reaction. (1) The product is: [Cl:1][C:2]1[CH:3]=[CH:4][C:5]([C:28]([F:31])([F:29])[F:30])=[C:6]([CH:27]=1)[CH2:7][N:8]1[CH2:13][CH2:12][NH:11][C:10]2[N:14]=[CH:15][C:16]([C:18]3[CH:26]=[CH:25][C:21]([C:22]([NH:41][CH2:40][C:39]4[CH:38]=[CH:37][C:36]([S:32](=[O:35])(=[O:34])[NH2:33])=[CH:43][CH:42]=4)=[O:24])=[CH:20][CH:19]=3)=[CH:17][C:9]1=2. Given the reactants [Cl:1][C:2]1[CH:3]=[CH:4][C:5]([C:28]([F:31])([F:30])[F:29])=[C:6]([CH:27]=1)[CH2:7][N:8]1[CH2:13][CH2:12][NH:11][C:10]2[N:14]=[CH:15][C:16]([C:18]3[CH:26]=[CH:25][C:21]([C:22]([OH:24])=O)=[CH:20][CH:19]=3)=[CH:17][C:9]1=2.[S:32]([C:36]1[CH:43]=[CH:42][C:39]([CH2:40][NH2:41])=[CH:38][CH:37]=1)(=[O:35])(=[O:34])[NH2:33], predict the reaction product. (2) The product is: [C:1]([C:4]1[S:8][C:7]([C:9]2[CH:10]=[C:11]([Cl:30])[C:12]3[O:16][CH:15]([CH2:17][NH:18][C:19](=[O:28])/[CH:20]=[CH:21]\[C:22]4[CH:23]=[N:24][CH:25]=[CH:26][CH:27]=4)[CH2:14][C:13]=3[CH:29]=2)=[CH:6][CH:5]=1)(=[O:3])[CH3:2]. Given the reactants [C:1]([C:4]1[S:8][C:7]([C:9]2[CH:10]=[C:11]([Cl:30])[C:12]3[O:16][CH:15]([CH2:17][NH:18][C:19](=[O:28])[C:20]#[C:21][C:22]4[CH:23]=[N:24][CH:25]=[CH:26][CH:27]=4)[CH2:14][C:13]=3[CH:29]=2)=[CH:6][CH:5]=1)(=[O:3])[CH3:2].C([O-])([O-])=O.[K+].[K+], predict the reaction product. (3) Given the reactants C(O)(=O)CC(CC(O)=O)(C(O)=O)O.[F:14][C:15]1[CH:16]=[C:17]([CH:29]=[CH:30][CH:31]=1)[CH2:18][C:19]1[S:23][C:22]([CH:24]2OCC[O:25]2)=[CH:21][CH:20]=1.O.C(OCC)(=O)C, predict the reaction product. The product is: [F:14][C:15]1[CH:16]=[C:17]([CH:29]=[CH:30][CH:31]=1)[CH2:18][C:19]1[S:23][C:22]([CH:24]=[O:25])=[CH:21][CH:20]=1. (4) Given the reactants C[O:2][C:3](=O)[C@H:4]([CH2:6][C:7]1[CH:12]=[CH:11][CH:10]=[CH:9][CH:8]=1)[NH2:5].[CH3:14][NH2:15], predict the reaction product. The product is: [CH3:14][NH:15][C:3](=[O:2])[C@H:4]([CH2:6][C:7]1[CH:12]=[CH:11][CH:10]=[CH:9][CH:8]=1)[NH2:5].